From a dataset of Reaction yield outcomes from USPTO patents with 853,638 reactions. Predict the reaction yield, written as a fraction of the theoretical maximum amount of product (1.0 means a 100% yield; for example, 0.34 means a 34% yield). (1) The reactants are [C:1]([C:3]1[CH:8]=[CH:7][CH:6]=[CH:5][C:4]=1[C:9]1[CH:17]=[CH:16][C:12]([C:13](O)=[O:14])=[C:11]([NH:18][CH2:19][CH2:20][C:21]2[CH:26]=[CH:25][CH:24]=[C:23]([F:27])[CH:22]=2)[N:10]=1)#[N:2].[Br:28][C:29]1[N:34]=[C:33](NC)[CH:32]=[CH:31][CH:30]=1.C1N=C[N:39](C(N2C=NC=C2)=O)[CH:38]=1. The catalyst is CN(C=O)C. The product is [Br:28][C:29]1[N:34]=[C:33]([CH2:38][NH:39][C:13](=[O:14])[C:12]2[CH:16]=[CH:17][C:9]([C:4]3[CH:5]=[CH:6][CH:7]=[CH:8][C:3]=3[C:1]#[N:2])=[N:10][C:11]=2[NH:18][CH2:19][CH2:20][C:21]2[CH:26]=[CH:25][CH:24]=[C:23]([F:27])[CH:22]=2)[CH:32]=[CH:31][CH:30]=1. The yield is 0.820. (2) The reactants are [N:1]12[CH2:9][CH2:8][CH:5]([CH2:6][CH2:7]1)[NH:4][CH2:3][CH2:2]2.[Br:10][C:11]1[CH:12]=[CH:13][C:14]2[O:18][C:17](SC)=[N:16][C:15]=2[CH:21]=1. The catalyst is CC(O)C. The product is [Br:10][C:11]1[CH:12]=[CH:13][C:14]2[O:18][C:17]([N:4]3[CH:5]4[CH2:8][CH2:9][N:1]([CH2:7][CH2:6]4)[CH2:2][CH2:3]3)=[N:16][C:15]=2[CH:21]=1. The yield is 0.550. (3) The reactants are [N:1]([C:4]1[CH:9]=[CH:8][CH:7]=[CH:6][C:5]=1[O:10][C:11]1[CH:16]=[CH:15][CH:14]=[CH:13][CH:12]=1)=[C:2]=[O:3].[CH3:17][CH:18]([CH3:41])[CH:19]([NH:24][C:25]([C:27]1[S:28][C:29]([C:32]2[CH:37]=[CH:36][C:35]([N+:38]([O-])=O)=[CH:34][CH:33]=2)=[CH:30][N:31]=1)=[O:26])[C:20]([O:22][CH3:23])=[O:21]. No catalyst specified. The product is [CH3:17][CH:18]([CH3:41])[CH:19]([NH:24][C:25]([C:27]1[S:28][C:29]([C:32]2[CH:37]=[CH:36][C:35]([NH:38][C:2]([NH:1][C:4]3[CH:9]=[CH:8][CH:7]=[CH:6][C:5]=3[O:10][C:11]3[CH:16]=[CH:15][CH:14]=[CH:13][CH:12]=3)=[O:3])=[CH:34][CH:33]=2)=[CH:30][N:31]=1)=[O:26])[C:20]([O:22][CH3:23])=[O:21]. The yield is 0.840.